The task is: Predict the reactants needed to synthesize the given product.. This data is from Full USPTO retrosynthesis dataset with 1.9M reactions from patents (1976-2016). (1) Given the product [CH3:1][NH:2][CH2:3][CH2:4][CH:5]([C:12]1[CH:13]=[C:14]2[C:18](=[CH:19][CH:20]=1)[NH:17][CH:16]=[C:15]2[CH3:24])[C:6]1[CH:7]=[CH:8][CH:9]=[CH:10][CH:11]=1, predict the reactants needed to synthesize it. The reactants are: [CH3:1][NH:2][C:3](=O)[CH2:4][CH:5]([C:12]1[CH:13]=[C:14]2[C:18](=[CH:19][CH:20]=1)[NH:17][C:16](C)=[CH:15]2)[C:6]1[CH:11]=[CH:10][CH:9]=[CH:8][CH:7]=1.N1C2C(=CC=CC=2C(C2C=CC=CC=2)CCNC)C=[CH:24]1. (2) The reactants are: [C:1]([O:5][C:6]([N:8]1[CH2:13][CH2:12][C:11]2([CH2:22][C:21](=[O:23])[C:20]3[C:15](=[CH:16][CH:17]=[C:18](B4OC(C)(C)C(C)(C)O4)[CH:19]=3)[O:14]2)[CH2:10][CH2:9]1)=[O:7])([CH3:4])([CH3:3])[CH3:2].Cl[C:34]1[CH:42]=[CH:41][C:37]([C:38]([NH2:40])=[O:39])=[CH:36][N:35]=1.C([O-])([O-])=O.[Na+].[Na+]. Given the product [C:38]([C:37]1[CH:41]=[CH:42][C:34]([C:18]2[CH:19]=[C:20]3[C:15](=[CH:16][CH:17]=2)[O:14][C:11]2([CH2:12][CH2:13][N:8]([C:6]([O:5][C:1]([CH3:4])([CH3:2])[CH3:3])=[O:7])[CH2:9][CH2:10]2)[CH2:22][C:21]3=[O:23])=[N:35][CH:36]=1)(=[O:39])[NH2:40], predict the reactants needed to synthesize it. (3) Given the product [Br:20][C:5]1[C:6]([NH:9][C@@H:10]2[C@@H:15]3[CH2:16][C@@H:12]([CH:13]=[CH:14]3)[C@@H:11]2[C:17]([NH2:19])=[O:18])=[C:7]2[N:8]=[C:43]([C:40]3[CH:39]=[C:36]4[C:35](=[CH:42][CH:41]=3)[O:34][C:31]3([CH2:30][CH2:29][NH:28][CH2:33][CH2:32]3)[CH2:38][CH2:37]4)[NH:1][C:2]2=[N:3][CH:4]=1, predict the reactants needed to synthesize it. The reactants are: [NH2:1][C:2]1[C:7]([NH2:8])=[C:6]([NH:9][C@@H:10]2[C@@H:15]3[CH2:16][C@@H:12]([CH:13]=[CH:14]3)[C@@H:11]2[C:17]([NH2:19])=[O:18])[C:5]([Br:20])=[CH:4][N:3]=1.C(OC([N:28]1[CH2:33][CH2:32][C:31]2([CH2:38][CH2:37][C:36]3[CH:39]=[C:40]([C:43](O)=O)[CH:41]=[CH:42][C:35]=3[O:34]2)[CH2:30][CH2:29]1)=O)(C)(C)C. (4) Given the product [F:1][C:2]1[C:7]([O:23][CH3:22])=[CH:6][C:5]([F:9])=[C:4]([N+:10]([O-:12])=[O:11])[C:3]=1[NH:13][C:14]1[CH:19]=[CH:18][C:17]([I:20])=[CH:16][C:15]=1[F:21], predict the reactants needed to synthesize it. The reactants are: [F:1][C:2]1[C:7](F)=[CH:6][C:5]([F:9])=[C:4]([N+:10]([O-:12])=[O:11])[C:3]=1[NH:13][C:14]1[CH:19]=[CH:18][C:17]([I:20])=[CH:16][C:15]=1[F:21].[CH3:22][O-:23].[Na+]. (5) Given the product [C:19]1([C:2]2[O:6][C:5]([C:7]3[CH:8]=[N:9][C:10]([C:13]4[CH:18]=[CH:17][CH:16]=[CH:15][CH:14]=4)=[N:11][CH:12]=3)=[N:4][CH:3]=2)[CH:24]=[CH:23][CH:22]=[CH:21][CH:20]=1, predict the reactants needed to synthesize it. The reactants are: O=[C:2]([C:19]1[CH:24]=[CH:23][CH:22]=[CH:21][CH:20]=1)[CH2:3][NH:4][C:5]([C:7]1[CH:8]=[N:9][C:10]([C:13]2[CH:18]=[CH:17][CH:16]=[CH:15][CH:14]=2)=[N:11][CH:12]=1)=[O:6].N1C=CC=CC=1.C(=O)(O)[O-].[Na+].